From a dataset of Full USPTO retrosynthesis dataset with 1.9M reactions from patents (1976-2016). Predict the reactants needed to synthesize the given product. (1) Given the product [CH3:1][CH:2]([CH3:16])[CH2:3][N:4]1[C:5]2[C:14]3[N:13]=[CH:12][CH:11]=[CH:10][C:9]=3[N:8]=[CH:7][C:6]=2[N:15]=[CH:17]1, predict the reactants needed to synthesize it. The reactants are: [CH3:1][CH:2]([CH3:16])[CH2:3][NH:4][C:5]1[C:14]2[C:9](=[CH:10][CH:11]=[CH:12][N:13]=2)[N:8]=[CH:7][C:6]=1[NH2:15].[CH:17](OCC)(OCC)OCC. (2) Given the product [Br:31][CH2:9][C:8]([C:5]1[CH:4]=[N:3][C:2]([CH3:1])=[CH:7][N:6]=1)=[O:10], predict the reactants needed to synthesize it. The reactants are: [CH3:1][C:2]1[N:3]=[CH:4][C:5]([C:8](=[O:10])[CH3:9])=[N:6][CH:7]=1.N1C(C)=CC=CC=1C.FC(F)(F)S(O[Si](C)(C)C)(=O)=O.[Br:31]N1C(=O)CCC1=O. (3) The reactants are: [CH3:1][N:2]([CH:25]([CH3:27])[CH3:26])[C:3]1[C:4]([C:15]2[CH:16]=[C:17]3[C:21](=[CH:22][CH:23]=2)[NH:20][C:19]([CH3:24])=[CH:18]3)=[N:5][C:6]2[C:11]([N:12]=1)=[CH:10][C:9]([C:13]#[N:14])=[CH:8][CH:7]=2.[N-:28]=[N+:29]=[N-:30].[Na+]. Given the product [CH:25]([N:2]([CH3:1])[C:3]1[C:4]([C:15]2[CH:16]=[C:17]3[C:21](=[CH:22][CH:23]=2)[NH:20][C:19]([CH3:24])=[CH:18]3)=[N:5][C:6]2[C:11](=[CH:10][C:9]([C:13]3[NH:30][N:29]=[N:28][N:14]=3)=[CH:8][CH:7]=2)[N:12]=1)([CH3:27])[CH3:26], predict the reactants needed to synthesize it.